This data is from Catalyst prediction with 721,799 reactions and 888 catalyst types from USPTO. The task is: Predict which catalyst facilitates the given reaction. (1) Reactant: [CH3:1][C:2]1[CH:3]=[C:4]([CH:9]2[CH2:14][NH:13][CH2:12][CH:11]([C:15]([O:17][CH3:18])=[O:16])[CH2:10]2)[CH:5]=[CH:6][C:7]=1[CH3:8].C(N(CC)CC)C.Cl[C:27]([O:29][C:30]1[CH:35]=[CH:34][C:33]([N+:36]([O-:38])=[O:37])=[CH:32][CH:31]=1)=[O:28]. Product: [CH3:1][C:2]1[CH:3]=[C:4]([CH:9]2[CH2:14][N:13]([C:27]([O:29][C:30]3[CH:31]=[CH:32][C:33]([N+:36]([O-:38])=[O:37])=[CH:34][CH:35]=3)=[O:28])[CH2:12][CH:11]([C:15]([O:17][CH3:18])=[O:16])[CH2:10]2)[CH:5]=[CH:6][C:7]=1[CH3:8]. The catalyst class is: 4. (2) Reactant: [CH2:1]([C:8]([NH2:13])([CH2:11][CH3:12])[CH2:9][CH3:10])[C:2]1[CH:7]=[CH:6][CH:5]=[CH:4][CH:3]=1.ClC(Cl)(Cl)C1O[N:17]1[C:19]([O:21][C:22]([CH3:25])([CH3:24])[CH3:23])=[O:20]. Product: [CH2:1]([C:8]([NH:13][NH:17][C:19]([O:21][C:22]([CH3:25])([CH3:24])[CH3:23])=[O:20])([CH2:11][CH3:12])[CH2:9][CH3:10])[C:2]1[CH:7]=[CH:6][CH:5]=[CH:4][CH:3]=1. The catalyst class is: 2. (3) Reactant: [F:1][C:2]1[CH:3]=[C:4]([CH2:14][CH2:15][O:16][Si](C(C)C)(C(C)C)C(C)C)[CH:5]=[C:6]([F:13])[C:7]=1[CH:8]=[N:9][O:10][CH2:11][CH3:12].[F-].C([N+](CCCC)(CCCC)CCCC)CCC. Product: [F:1][C:2]1[CH:3]=[C:4]([CH2:14][CH2:15][OH:16])[CH:5]=[C:6]([F:13])[C:7]=1[CH:8]=[N:9][O:10][CH2:11][CH3:12]. The catalyst class is: 20. (4) Reactant: [C:1]1([CH2:7][C:8]([O:10]CC)=O)[CH:6]=[CH:5][CH:4]=[CH:3][CH:2]=1.[Li+].CC([N-]C(C)C)C.[NH2:21][C:22]1[C:27]([CH:28]=O)=[C:26]([Cl:30])[N:25]=[CH:24][N:23]=1. Product: [Cl:30][C:26]1[C:27]2[CH:28]=[C:7]([C:1]3[CH:2]=[CH:3][CH:4]=[CH:5][CH:6]=3)[C:8]([OH:10])=[N:21][C:22]=2[N:23]=[CH:24][N:25]=1. The catalyst class is: 1. (5) Reactant: [CH3:1][O:2][C:3]1[CH:27]=[CH:26][C:6]([CH2:7][N:8]2[CH:12]=[C:11]([C:13]3[N:14]=[C:15]([NH:19][C:20]4[CH:25]=[CH:24][CH:23]=[CH:22][N:21]=4)[S:16][C:17]=3Br)[CH:10]=[N:9]2)=[CH:5][CH:4]=1.[NH:28]1[CH2:33][CH2:32][CH2:31][CH2:30][CH2:29]1.CCN(CC)CC. Product: [CH3:1][O:2][C:3]1[CH:27]=[CH:26][C:6]([CH2:7][N:8]2[CH:12]=[C:11]([C:13]3[N:14]=[C:15]([NH:19][C:20]4[CH:25]=[CH:24][CH:23]=[CH:22][N:21]=4)[S:16][C:17]=3[N:28]3[CH2:33][CH2:32][CH2:31][CH2:30][CH2:29]3)[CH:10]=[N:9]2)=[CH:5][CH:4]=1. The catalyst class is: 173.